This data is from CYP2C19 inhibition data for predicting drug metabolism from PubChem BioAssay. The task is: Regression/Classification. Given a drug SMILES string, predict its absorption, distribution, metabolism, or excretion properties. Task type varies by dataset: regression for continuous measurements (e.g., permeability, clearance, half-life) or binary classification for categorical outcomes (e.g., BBB penetration, CYP inhibition). Dataset: cyp2c19_veith. (1) The molecule is CCNCc1cc(OCC)c(OCC(=O)NCCc2ccccc2)cc1Cl.Cl. The result is 1 (inhibitor). (2) The drug is O=S(=O)(O)c1cc(N=Nc2cccc3ccccc23)c(O)c2ncccc12. The result is 0 (non-inhibitor). (3) The drug is COc1ccc(-n2c(=O)cnc3cnc(Nc4ccccc4)nc32)cc1. The result is 0 (non-inhibitor). (4) The drug is COc1ccc(C(=O)Nc2n[nH]c(-c3ccncc3)n2)cc1. The result is 1 (inhibitor). (5) The drug is CC(C)CNc1cc(N2CCCC2)ccc1[N+](=O)[O-]. The result is 1 (inhibitor). (6) The result is 1 (inhibitor). The drug is CCC(C)NC(=O)C(NS(=O)(=O)c1cccc2nsnc12)c1ccccc1. (7) The drug is CONC(=O)c1cc(OCC(F)(F)F)ccc1OCC(F)(F)F. The result is 0 (non-inhibitor). (8) The molecule is COc1cccc(-c2ccc3ncnc(NCCc4c[nH]c5ccc(OC)cc45)c3c2)c1. The result is 1 (inhibitor). (9) The molecule is Cc1c(Br)cc(C(=O)NC2CCCCC2)c(C)c1C. The result is 1 (inhibitor).